From a dataset of Catalyst prediction with 721,799 reactions and 888 catalyst types from USPTO. Predict which catalyst facilitates the given reaction. (1) Reactant: [F:1][C:2]1[CH:7]=[C:6]([N+:8]([O-])=O)[CH:5]=[C:4]([O:11][CH3:12])[C:3]=1[N:13]1[C:21]2[CH:20]=[CH:19][NH:18][C:17](=[O:22])[C:16]=2[C:15]([C:23]2[CH:24]=[C:25]([C:28]([NH2:30])=[O:29])[S:26][CH:27]=2)=[CH:14]1.[Cl-].[Ca+2].[Cl-].C(O)C. Product: [NH2:8][C:6]1[CH:5]=[C:4]([O:11][CH3:12])[C:3]([N:13]2[C:21]3[CH:20]=[CH:19][NH:18][C:17](=[O:22])[C:16]=3[C:15]([C:23]3[CH:24]=[C:25]([C:28]([NH2:30])=[O:29])[S:26][CH:27]=3)=[CH:14]2)=[C:2]([F:1])[CH:7]=1. The catalyst class is: 6. (2) Reactant: [CH3:1][N:2]1[CH2:7][CH2:6][CH:5]([O:8][CH:9]([C:19]2[CH:24]=[CH:23][CH:22]=[C:21]([N+:25]([O-])=O)[CH:20]=2)[C:10]2[NH:14][C:13]3[CH:15]=[CH:16][CH:17]=[CH:18][C:12]=3[N:11]=2)[CH2:4][CH2:3]1.[Sn](Cl)Cl.[OH-].[Na+]. Product: [NH:11]1[C:12]2[CH:18]=[CH:17][CH:16]=[CH:15][C:13]=2[N:14]=[C:10]1[CH:9]([O:8][CH:5]1[CH2:4][CH2:3][N:2]([CH3:1])[CH2:7][CH2:6]1)[C:19]1[CH:20]=[C:21]([NH2:25])[CH:22]=[CH:23][CH:24]=1. The catalyst class is: 8. (3) Reactant: [NH2:1][CH2:2][CH2:3][N:4]1[CH2:9][CH2:8][CH2:7][CH2:6][CH2:5]1.F[C:11]1[CH:16]=[CH:15][CH:14]=[CH:13][C:12]=1[N+:17]([O-:19])=[O:18].C(N(C(C)C)CC)(C)C.C(Cl)(Cl)Cl. The catalyst class is: 18. Product: [N+:17]([C:12]1[CH:13]=[CH:14][CH:15]=[CH:16][C:11]=1[CH:5]1[CH2:6][CH2:7][CH2:8][CH2:9][N:4]1[CH2:3][CH2:2][NH2:1])([O-:19])=[O:18]. (4) Reactant: [CH3:1][O:2][C:3]([CH:5]1[CH2:9][NH:8][CH:7]2[CH2:10][CH2:11][N:12]([C:13](=[O:35])[CH:14]([NH:21][C:22](=[O:34])[CH:23]([N:25]([C:27]([O:29][C:30]([CH3:33])([CH3:32])[CH3:31])=[O:28])[CH3:26])[CH3:24])[CH:15]3[CH2:20][CH2:19][CH2:18][CH2:17][CH2:16]3)[CH:6]12)=[O:4].CCN(C(C)C)C(C)C.[CH3:45][S:46](Cl)(=[O:48])=[O:47]. Product: [CH3:1][O:2][C:3]([CH:5]1[CH2:9][N:8]([S:46]([CH3:45])(=[O:48])=[O:47])[CH:7]2[CH2:10][CH2:11][N:12]([C:13](=[O:35])[CH:14]([NH:21][C:22](=[O:34])[CH:23]([N:25]([C:27]([O:29][C:30]([CH3:31])([CH3:33])[CH3:32])=[O:28])[CH3:26])[CH3:24])[CH:15]3[CH2:20][CH2:19][CH2:18][CH2:17][CH2:16]3)[CH:6]12)=[O:4]. The catalyst class is: 64. (5) Product: [CH3:1][O:2][C:3]([C:5]1[C:14]([OH:15])=[CH:13][C:12]2[C:7](=[CH:8][C:9]([O:16][CH2:23][C:22]([O:21][C:17]([CH3:20])([CH3:19])[CH3:18])=[O:25])=[CH:10][CH:11]=2)[CH:6]=1)=[O:4]. The catalyst class is: 3. Reactant: [CH3:1][O:2][C:3]([C:5]1[C:14]([OH:15])=[CH:13][C:12]2[C:7](=[CH:8][C:9]([OH:16])=[CH:10][CH:11]=2)[CH:6]=1)=[O:4].[C:17]([O:21][C:22](=[O:25])[CH2:23]Br)([CH3:20])([CH3:19])[CH3:18].C(=O)([O-])[O-].[K+].[K+].CCOC(C)=O.